From a dataset of Forward reaction prediction with 1.9M reactions from USPTO patents (1976-2016). Predict the product of the given reaction. (1) Given the reactants [C:1]([O:5][C:6]([N:8]1[CH2:13][CH:12]=[C:11]([C:14]2[CH:19]=[CH:18][CH:17]=[C:16]([N+:20]([O-:22])=[O:21])[CH:15]=2)[CH2:10][CH2:9]1)=[O:7])([CH3:4])([CH3:3])[CH3:2].C1C=C(Cl)C=C(C(OO)=[O:31])C=1, predict the reaction product. The product is: [C:1]([O:5][C:6]([N:8]1[CH2:9][CH2:10][C:11]2([C:14]3[CH:19]=[CH:18][CH:17]=[C:16]([N+:20]([O-:22])=[O:21])[CH:15]=3)[CH:12]([O:31]2)[CH2:13]1)=[O:7])([CH3:4])([CH3:2])[CH3:3]. (2) Given the reactants Cl[C:2]1[CH:7]=[CH:6][C:5]([S:8]([CH2:11][CH3:12])(=[O:10])=[O:9])=[CH:4][C:3]=1[N+:13]([O-:15])=[O:14].[NH2:16][CH2:17][CH:18]1[CH2:23][CH2:22][CH2:21][CH2:20][O:19]1.C(N(CC)C(C)C)(C)C, predict the reaction product. The product is: [CH2:11]([S:8]([C:5]1[CH:6]=[CH:7][C:2]([NH:16][CH2:17][CH:18]2[CH2:23][CH2:22][CH2:21][CH2:20][O:19]2)=[C:3]([N+:13]([O-:15])=[O:14])[CH:4]=1)(=[O:10])=[O:9])[CH3:12]. (3) Given the reactants [CH2:1]([O:8][C:9]([N:11]1[CH2:16][CH2:15][CH:14]([CH2:17]O)[CH2:13][CH2:12]1)=[O:10])[C:2]1[CH:7]=[CH:6][CH:5]=[CH:4][CH:3]=1.C(Br)(Br)(Br)[Br:20].C1(P(C2C=CC=CC=2)C2C=CC=CC=2)C=CC=CC=1, predict the reaction product. The product is: [CH2:1]([O:8][C:9]([N:11]1[CH2:16][CH2:15][CH:14]([CH2:17][Br:20])[CH2:13][CH2:12]1)=[O:10])[C:2]1[CH:7]=[CH:6][CH:5]=[CH:4][CH:3]=1. (4) Given the reactants [CH2:1]([N:8]1[CH2:13][CH2:12][N:11]([CH2:14][C:15]2[CH:20]=[CH:19][CH:18]=[CH:17][CH:16]=2)[CH2:10][CH:9]1C(OCC)=O)[C:2]1[CH:7]=[CH:6][CH:5]=[CH:4][CH:3]=1.[H-].[CH2:27]([Al+]CC(C)C)[CH:28](C)C.[Cl-].[NH4+].[I-].C[P+](C1C=CC=CC=1)(C1C=CC=CC=1)C1C=CC=CC=1.[Li], predict the reaction product. The product is: [CH2:1]([N:8]1[CH2:13][CH2:12][N:11]([CH2:14][C:15]2[CH:20]=[CH:19][CH:18]=[CH:17][CH:16]=2)[CH2:10][CH:9]1[CH:27]=[CH2:28])[C:2]1[CH:7]=[CH:6][CH:5]=[CH:4][CH:3]=1. (5) Given the reactants [CH2:1]([NH:8][C@H:9]([CH2:12][CH3:13])[CH2:10][OH:11])[C:2]1[CH:7]=[CH:6][CH:5]=[CH:4][CH:3]=1.C(N(CC)CC)C.[Cl:21][CH:22]([CH3:26])[C:23](Cl)=[O:24], predict the reaction product. The product is: [CH2:1]([N:8]([C@H:9]([CH2:12][CH3:13])[CH2:10][OH:11])[C:23](=[O:24])[CH:22]([Cl:21])[CH3:26])[C:2]1[CH:7]=[CH:6][CH:5]=[CH:4][CH:3]=1. (6) The product is: [N:17]1[CH:18]=[CH:19][CH:20]=[CH:21][C:16]=1[C:14]([C:12]1[N:13]=[C:8]([P:7](=[O:34])([C:1]2[CH:2]=[CH:3][CH:4]=[CH:5][CH:6]=2)[C:28]2[CH:29]=[CH:30][CH:31]=[CH:32][CH:33]=2)[CH:9]=[CH:10][CH:11]=1)([C:22]1[CH:27]=[CH:26][CH:25]=[CH:24][N:23]=1)[CH3:15]. Given the reactants [C:1]1([P:7]([C:28]2[CH:33]=[CH:32][CH:31]=[CH:30][CH:29]=2)[C:8]2[N:13]=[C:12]([C:14]([C:22]3[CH:27]=[CH:26][CH:25]=[CH:24][N:23]=3)([C:16]3[CH:21]=[CH:20][CH:19]=[CH:18][N:17]=3)[CH3:15])[CH:11]=[CH:10][CH:9]=2)[CH:6]=[CH:5][CH:4]=[CH:3][CH:2]=1.[OH:34]O, predict the reaction product. (7) Given the reactants CC(C)([O-])C.[K+].C1COCC1.[CH3:12][O:13][C:14](=[O:35])[CH2:15][O:16][CH:17]([C:29]1[CH:34]=[CH:33][CH:32]=[CH:31][CH:30]=1)[CH2:18][C:19]1[C:20]([C:25](OC)=[O:26])=[N:21][CH:22]=[CH:23][CH:24]=1, predict the reaction product. The product is: [OH:26][C:25]1[C:20]2=[N:21][CH:22]=[CH:23][CH:24]=[C:19]2[CH2:18][CH:17]([C:29]2[CH:34]=[CH:33][CH:32]=[CH:31][CH:30]=2)[O:16][C:15]=1[C:14]([O:13][CH3:12])=[O:35].